From a dataset of Catalyst prediction with 721,799 reactions and 888 catalyst types from USPTO. Predict which catalyst facilitates the given reaction. (1) Reactant: [Cl:1][C:2]1[CH:7]=[CH:6][C:5]([CH2:8][C:9](=[O:11])[CH3:10])=[CH:4][C:3]=1[S:12](Cl)(=[O:14])=[O:13].C(=O)([O-])[O-].[Na+].[Na+].[CH3:22][N:23]1[CH2:28][CH2:27][NH:26][CH2:25][CH2:24]1. The catalyst class is: 12. Product: [Cl:1][C:2]1[CH:7]=[CH:6][C:5]([CH2:8][C:9](=[O:11])[CH3:10])=[CH:4][C:3]=1[S:12]([N:26]1[CH2:27][CH2:28][N:23]([CH3:22])[CH2:24][CH2:25]1)(=[O:14])=[O:13]. (2) Reactant: [CH2:1](I)[CH3:2].[CH2:4]([O:11][C:12]1[CH:20]=[CH:19][C:15]([C:16]([OH:18])=[O:17])=[C:14]([CH2:21][CH3:22])[CH:13]=1)[C:5]1[CH:10]=[CH:9][CH:8]=[CH:7][CH:6]=1.C(=O)([O-])[O-].[K+].[K+].O. Product: [CH2:4]([O:11][C:12]1[CH:20]=[CH:19][C:15]([C:16]([O:18][CH2:1][CH3:2])=[O:17])=[C:14]([CH2:21][CH3:22])[CH:13]=1)[C:5]1[CH:6]=[CH:7][CH:8]=[CH:9][CH:10]=1. The catalyst class is: 9. (3) Reactant: Cl[C:2]1[CH:7]=[C:6]([C:8]2[CH:12]=[C:11]([C:13]3[N:17]=[CH:16][NH:15][N:14]=3)[N:10]([C:18]3[CH:23]=[CH:22][CH:21]=[CH:20][C:19]=3[Cl:24])[N:9]=2)[CH:5]=[CH:4][N:3]=1.[C:25]([NH2:28])(=[O:27])[CH3:26].CC1(C)C2C(=C(P(C3C=CC=CC=3)C3C=CC=CC=3)C=CC=2)OC2C(P(C3C=CC=CC=3)C3C=CC=CC=3)=CC=CC1=2.C(=O)([O-])[O-].[Cs+].[Cs+]. Product: [Cl:24][C:19]1[CH:20]=[CH:21][CH:22]=[CH:23][C:18]=1[N:10]1[C:11]([C:13]2[N:17]=[CH:16][NH:15][N:14]=2)=[CH:12][C:8]([C:6]2[CH:5]=[CH:4][N:3]=[C:2]([NH:28][C:25](=[O:27])[CH3:26])[CH:7]=2)=[N:9]1. The catalyst class is: 62. (4) Reactant: [F:1][C:2]1([F:8])[CH2:4][CH:3]1[C:5](O)=[O:6].N1(O)C2C=CC=CC=2N=N1.C(Cl)CCl.C(=O)(O)[O-].[Na+].[O:28]1[CH2:33][CH2:32][N:31]([C:34]2[CH:58]=[CH:57][C:37]3[NH:38][C:39]([C:41]4[C:49]5[C:44](=[CH:45][CH:46]=[C:47]([NH2:50])[CH:48]=5)[N:43]([CH:51]5[CH2:56][CH2:55][CH2:54][CH2:53][O:52]5)[N:42]=4)=[N:40][C:36]=3[CH:35]=2)[CH2:30][CH2:29]1. Product: [F:1][C:2]1([F:8])[CH2:4][CH:3]1[C:5]([NH:50][C:47]1[CH:48]=[C:49]2[C:44](=[CH:45][CH:46]=1)[N:43]([CH:51]1[CH2:56][CH2:55][CH2:54][CH2:53][O:52]1)[N:42]=[C:41]2[C:39]1[NH:38][C:37]2[CH:57]=[CH:58][C:34]([N:31]3[CH2:32][CH2:33][O:28][CH2:29][CH2:30]3)=[CH:35][C:36]=2[N:40]=1)=[O:6]. The catalyst class is: 3. (5) Reactant: [CH:1]([C:4]1[N:8]2[CH:9]=[C:10]([S:13][C:14]3[CH:21]=[CH:20][CH:19]=[CH:18][C:15]=3[CH2:16][NH2:17])[CH:11]=[CH:12][C:7]2=[N:6][N:5]=1)([CH3:3])[CH3:2].N1C=CC=CC=1.[C:28](OC(=O)C)(=[O:30])[CH3:29]. Product: [CH:1]([C:4]1[N:8]2[CH:9]=[C:10]([S:13][C:14]3[CH:21]=[CH:20][CH:19]=[CH:18][C:15]=3[CH2:16][NH:17][C:28](=[O:30])[CH3:29])[CH:11]=[CH:12][C:7]2=[N:6][N:5]=1)([CH3:3])[CH3:2]. The catalyst class is: 4. (6) Reactant: [CH:1]1[CH:2]=[CH:3][C:4]2[S:15][C:14]3[CH:13]=[CH:12][CH:11]=[CH:10][C:9]=3[N:8]=[C:7]([N:16]3[CH2:21][CH2:20][N:19]([CH2:22][CH2:23][O:24][CH2:25][CH2:26][OH:27])[CH2:18][CH2:17]3)[C:5]=2[CH:6]=1.C(/C(O)=O)=C\C(O)=O.O.N.[C:38]([OH:43])(=[O:42])[C:39]([OH:41])=[O:40]. Product: [CH:1]1[CH:2]=[CH:3][C:4]2[S:15][C:14]3[CH:13]=[CH:12][CH:11]=[CH:10][C:9]=3[N:8]=[C:7]([N:16]3[CH2:21][CH2:20][N:19]([CH2:22][CH2:23][O:24][CH2:25][CH2:26][OH:27])[CH2:18][CH2:17]3)[C:5]=2[CH:6]=1.[C:38]([O-:43])(=[O:42])[C:39]([O-:41])=[O:40]. The catalyst class is: 372. (7) Reactant: [F:1][C:2]1[CH:3]=[C:4]([C:9](=[O:11])[CH3:10])[CH:5]=[C:6]([F:8])[CH:7]=1.[Si:12](OS(C(F)(F)F)(=O)=O)([CH3:15])([CH3:14])[CH3:13]. Product: [F:1][C:2]1[CH:3]=[C:4]([C:9]([O:11][Si:12]([CH3:15])([CH3:14])[CH3:13])=[CH2:10])[CH:5]=[C:6]([F:8])[CH:7]=1. The catalyst class is: 2. (8) Reactant: [Cl:1][C:2]1[CH:7]=[CH:6][C:5]([CH2:8][S:9]([CH3:11])=[O:10])=[CH:4][N:3]=1.[N-:12]=[N+]=[N-].[Na+].S(=O)(=O)(O)O. Product: [Cl:1][C:2]1[CH:7]=[CH:6][C:5]([CH2:8][S:9]([CH3:11])(=[NH:12])=[O:10])=[CH:4][N:3]=1. The catalyst class is: 22. (9) Reactant: N1(C(C2C(N)=CC=C(OC)N=2)CC)C2C=CC=CC=2N=N1.[C:22]1([C@H:28]([O:30][C:31](=[O:35])[NH:32]C=C)[CH3:29])[CH:27]=[CH:26][CH:25]=[CH:24][CH:23]=1. Product: [C:22]1([C@H:28]([O:30][C:31](=[O:35])[NH2:32])[CH3:29])[CH:27]=[CH:26][CH:25]=[CH:24][CH:23]=1. The catalyst class is: 743. (10) Reactant: [C:1]1([CH2:7][CH2:8][C:9]([O:11][CH2:12][CH3:13])=[O:10])[CH:6]=[CH:5][CH:4]=[CH:3][CH:2]=1.[Br:14][CH2:15][C:16](Cl)=[O:17].[Cl-].[Al+3].[Cl-].[Cl-]. Product: [Br:14][CH2:15][C:16]([C:4]1[CH:5]=[CH:6][C:1]([CH2:7][CH2:8][C:9]([O:11][CH2:12][CH3:13])=[O:10])=[CH:2][CH:3]=1)=[O:17]. The catalyst class is: 2.